Dataset: CYP2C19 inhibition data for predicting drug metabolism from PubChem BioAssay. Task: Regression/Classification. Given a drug SMILES string, predict its absorption, distribution, metabolism, or excretion properties. Task type varies by dataset: regression for continuous measurements (e.g., permeability, clearance, half-life) or binary classification for categorical outcomes (e.g., BBB penetration, CYP inhibition). Dataset: cyp2c19_veith. (1) The compound is COc1ccc(/C(O)=C2\C(=O)C(=O)N(c3cc(C)on3)C2c2ccc(OC)c(OC)c2)cc1OC. The result is 0 (non-inhibitor). (2) The drug is Cc1noc(C)c1-c1nccc(NC2CC2)n1. The result is 1 (inhibitor). (3) The compound is COc1ccc(C(=O)c2c[nH]c(C(=O)NCc3cccs3)c2)cc1. The result is 0 (non-inhibitor).